Regression. Given two drug SMILES strings and cell line genomic features, predict the synergy score measuring deviation from expected non-interaction effect. From a dataset of NCI-60 drug combinations with 297,098 pairs across 59 cell lines. Drug 1: CC1=CC2C(CCC3(C2CCC3(C(=O)C)OC(=O)C)C)C4(C1=CC(=O)CC4)C. Drug 2: N.N.Cl[Pt+2]Cl. Cell line: UACC-257. Synergy scores: CSS=-3.11, Synergy_ZIP=2.31, Synergy_Bliss=3.20, Synergy_Loewe=-1.78, Synergy_HSA=-0.507.